This data is from Experimentally validated miRNA-target interactions with 360,000+ pairs, plus equal number of negative samples. The task is: Binary Classification. Given a miRNA mature sequence and a target amino acid sequence, predict their likelihood of interaction. (1) The miRNA is mmu-miR-291a-3p with sequence AAAGUGCUUCCACUUUGUGUGC. The protein sequence of the target gene is MADAEVITFPKKHKKKKDRKPLQEDDVAEIQHAEEFLIKPESKVAQLDTSQWPLLLKNFDKLNVRTAHYTPLPCGSNPLKREIGDYIRTGFINLDKPSNPSSHEVVAWIRRILRVEKTGHSGTLDPKVTGCLIVCIERATRLVKSQQSAGKEYVGIVRLHNAIEGGTQLSRALETLTGALFQRPPLIAAVKRQLRVRTIYESKMIEYDPERRLGIFWVSCEAGTYIRTLCVHLGLLLGVGGQMQELRRVRSGVMSEKDHMVTMHDVLDAQWLYDNHKDESYLRRVVYPLEKLLTSHKRLV.... Result: 1 (interaction). (2) The miRNA is rno-miR-214-3p with sequence ACAGCAGGCACAGACAGGCAG. The protein sequence of the target gene is MPVINIEDLTEKDKLKMEVDQLKKEVTLERMLVSKCCEEVRDYVEERSGEDPLVKGIPEDKNPFKELKGGCVIS. Result: 0 (no interaction). (3) The miRNA is hsa-miR-518f-5p with sequence CUCUAGAGGGAAGCACUUUCUC. The protein sequence of the target gene is MAAAEEGCSVGAEADRELEELLESALDDFDKAKPSPAPPSTTTAPDASGPQKRSPGDTAKDALFASQEKFFQELFDSELASQATAEFEKAMKELAEEEPHLVEQFQKLSEAAGRVGSDMTSQQEFTSCLKETLSGLAKNATDLQNSSMSEEELTKAMEGLGMDEGDGEGNILPIMQSIMQNLLSKDVLYPSLKEITEKYPEWLQSHRESLPPEQFEKYQEQHSVMCKICEQFEAETPTDSETTQKARFEMVLDLMQQLQDLGHPPKELAGEMPPGLNFDLDALNLSGPPGASGEQCLIM. Result: 0 (no interaction).